Dataset: TCR-epitope binding with 47,182 pairs between 192 epitopes and 23,139 TCRs. Task: Binary Classification. Given a T-cell receptor sequence (or CDR3 region) and an epitope sequence, predict whether binding occurs between them. (1) Result: 1 (the TCR binds to the epitope). The epitope is QARQMVQAMRTIGTHP. The TCR CDR3 sequence is CASSSFFTGGSNQPQHF. (2) The epitope is ILGLPTQTV. The TCR CDR3 sequence is CSQGTEAFF. Result: 1 (the TCR binds to the epitope).